The task is: Predict the reaction yield, written as a fraction of the theoretical maximum amount of product (1.0 means a 100% yield; for example, 0.34 means a 34% yield).. This data is from Reaction yield outcomes from USPTO patents with 853,638 reactions. (1) The reactants are Cl.[Cl:2][C:3]1[N:7]([CH3:8])[C:6]([CH2:9]Cl)=[N:5][CH:4]=1.C(=O)([O-])[O-].[K+].[K+].[CH3:17][C:18]1[N:23]=[C:22]([SH:24])[N:21]=[C:20]([OH:25])[CH:19]=1. The catalyst is CC(C)=O. The product is [Cl:2][C:3]1[N:7]([CH3:8])[C:6]([CH2:9][S:24][C:22]2[N:21]=[C:20]([OH:25])[CH:19]=[C:18]([CH3:17])[N:23]=2)=[N:5][CH:4]=1. The yield is 0.790. (2) The product is [Cl:30][C:19]1[CH:18]=[C:17]([O:16][C:10]2[C:9]3[C:14](=[CH:15][C:6]([O:5][CH2:4][CH2:3][CH2:2][S:39][C:40]4[CH:45]=[CH:44][N:43]=[CH:42][CH:41]=4)=[C:7]([O:31][CH3:32])[CH:8]=3)[N:13]=[CH:12][N:11]=2)[CH:22]=[CH:21][C:20]=1[NH:23][C:24]([NH:26][CH2:27][CH2:28][CH3:29])=[O:25]. The reactants are Br[CH2:2][CH2:3][CH2:4][O:5][C:6]1[CH:15]=[C:14]2[C:9]([C:10]([O:16][C:17]3[CH:22]=[CH:21][C:20]([NH:23][C:24]([NH:26][CH2:27][CH2:28][CH3:29])=[O:25])=[C:19]([Cl:30])[CH:18]=3)=[N:11][CH:12]=[N:13]2)=[CH:8][C:7]=1[O:31][CH3:32].C(=O)([O-])[O-].[K+].[K+].[SH:39][C:40]1[CH:45]=[CH:44][N:43]=[CH:42][CH:41]=1.O. The yield is 0.720. The catalyst is CN(C)C=O. (3) The reactants are Cl[C:2]1[C:23]([O:24][CH2:25][CH2:26][O:27][CH2:28][CH2:29][O:30][CH3:31])=[CH:22][C:5]([C:6]([NH:8][S:9]([C:12]2[CH:17]=[CH:16][CH:15]=[CH:14][C:13]=2[S:18](=[O:21])(=[O:20])[NH2:19])(=[O:11])=[O:10])=[O:7])=[CH:4][N:3]=1.[O:32]1[C:36]2[CH:37]=[CH:38][CH:39]=[CH:40][C:35]=2[CH:34]=[C:33]1B(O)O. No catalyst specified. The product is [O:32]1[C:36]2[CH:37]=[CH:38][CH:39]=[CH:40][C:35]=2[CH:34]=[C:33]1[C:2]1[C:23]([O:24][CH2:25][CH2:26][O:27][CH2:28][CH2:29][O:30][CH3:31])=[CH:22][C:5]([C:6]([NH:8][S:9]([C:12]2[CH:17]=[CH:16][CH:15]=[CH:14][C:13]=2[S:18](=[O:21])(=[O:20])[NH2:19])(=[O:11])=[O:10])=[O:7])=[CH:4][N:3]=1. The yield is 0.310. (4) The reactants are C([Mg]Cl)(C)C.[Br:6][C:7]1[CH:12]=[CH:11][CH:10]=[CH:9][C:8]=1I.[Cl-].[C:15]1([PH:21][C:22]2[CH:27]=[CH:26][CH:25]=[CH:24][CH:23]=2)[CH:20]=[CH:19][CH:18]=[CH:17][CH:16]=1.C(O)C. The catalyst is C1COCC1. The product is [C:22]1([P:21]([C:15]2[CH:16]=[CH:17][CH:18]=[CH:19][CH:20]=2)[C:8]2[CH:9]=[CH:10][CH:11]=[CH:12][C:7]=2[Br:6])[CH:23]=[CH:24][CH:25]=[CH:26][CH:27]=1. The yield is 0.900.